Dataset: Forward reaction prediction with 1.9M reactions from USPTO patents (1976-2016). Task: Predict the product of the given reaction. (1) Given the reactants [Cl:1][C:2]1[CH:3]=[C:4]([C:12]2[CH:17]=[CH:16][C:15]([N+:18]([O-:20])=[O:19])=[CH:14][CH:13]=2)[CH:5]=[CH:6][C:7]=1[C:8]([O:10]C)=[O:9].CO.O.[OH-].[Na+], predict the reaction product. The product is: [Cl:1][C:2]1[CH:3]=[C:4]([C:12]2[CH:13]=[CH:14][C:15]([N+:18]([O-:20])=[O:19])=[CH:16][CH:17]=2)[CH:5]=[CH:6][C:7]=1[C:8]([OH:10])=[O:9]. (2) Given the reactants C(NCCO)C1C=CC=CC=1.C([C@H]1OC1)Cl.[OH-].[Na+].[OH:19][CH2:20][CH:21]1[O:26][CH2:25][CH2:24][NH:23][CH2:22]1.O1CCCNCC1.[F:34][C:35]([F:40])([F:39])[C:36]([OH:38])=[O:37], predict the reaction product. The product is: [F:34][C:35]([F:40])([F:39])[C:36]([OH:38])=[O:37].[OH:19][CH2:20][C@@H:21]1[O:26][CH2:25][CH2:24][NH:23][CH2:22]1. (3) Given the reactants C[O:2][C:3](=[O:31])[C:4]1[CH:9]=[CH:8][N:7]=[C:6]([NH:10][C:11](=[O:30])[CH2:12][O:13][C:14]2[CH:19]=[CH:18][C:17]([C:20]34[CH2:29][CH:24]5[CH2:25][CH:26]([CH2:28][CH:22]([CH2:23]5)[CH2:21]3)[CH2:27]4)=[CH:16][CH:15]=2)[CH:5]=1.[I-].[Li+], predict the reaction product. The product is: [C:20]12([C:17]3[CH:18]=[CH:19][C:14]([O:13][CH2:12][C:11]([NH:10][C:6]4[CH:5]=[C:4]([CH:9]=[CH:8][N:7]=4)[C:3]([OH:31])=[O:2])=[O:30])=[CH:15][CH:16]=3)[CH2:27][CH:26]3[CH2:28][CH:22]([CH2:23][CH:24]([CH2:25]3)[CH2:29]1)[CH2:21]2. (4) Given the reactants [C:1]([O:5][C:6](=[O:22])[NH:7][C@@H:8]([C:12](=[NH:21])[NH:13][CH2:14][C:15]1[CH:20]=[CH:19][CH:18]=[CH:17][CH:16]=1)[CH:9]([CH3:11])[CH3:10])([CH3:4])([CH3:3])[CH3:2].[CH:23](=[C:25]([C:30](OC)=[O:31])[C:26]([O:28][CH3:29])=[O:27])[CH3:24], predict the reaction product. The product is: [CH3:29][O:28][C:26]([CH:25]1[C:30](=[O:31])[N:13]([CH2:14][C:15]2[CH:16]=[CH:17][CH:18]=[CH:19][CH:20]=2)[C:12]([CH:8]([NH:7][C:6]([O:5][C:1]([CH3:3])([CH3:4])[CH3:2])=[O:22])[CH:9]([CH3:11])[CH3:10])=[N:21][CH:23]1[CH3:24])=[O:27]. (5) Given the reactants [F:1][C:2]1[C:3]([NH:20][C:21]2[CH:26]=[CH:25][C:24]([C:27]#[C:28][Si](C)(C)C)=[CH:23][C:22]=2[F:33])=[C:4]([C:9]2[O:13][C:12]([NH:14][CH2:15][C@@H:16]([OH:19])[CH2:17][OH:18])=[N:11][N:10]=2)[CH:5]=[CH:6][C:7]=1[F:8].[F-].[Cs+].C(O)(=O)C.O, predict the reaction product. The product is: [C:27]([C:24]1[CH:25]=[CH:26][C:21]([NH:20][C:3]2[C:2]([F:1])=[C:7]([F:8])[CH:6]=[CH:5][C:4]=2[C:9]2[O:13][C:12]([NH:14][CH2:15][C@@H:16]([OH:19])[CH2:17][OH:18])=[N:11][N:10]=2)=[C:22]([F:33])[CH:23]=1)#[CH:28]. (6) The product is: [CH3:1][C:2]1[C:6]([C:7]2[C:16]3[C:11](=[CH:12][CH:13]=[CH:14][CH:15]=3)[CH:10]=[CH:9][CH:8]=2)=[CH:5][S:18][N:3]=1. Given the reactants [CH3:1][C:2]1[C:6]([C:7]2[C:16]3[C:11](=[CH:12][CH:13]=[CH:14][CH:15]=3)[CH:10]=[CH:9][CH:8]=2)=[CH:5]O[N:3]=1.P12(SP3(SP(SP(S3)(S1)=S)(=S)S2)=S)=[S:18].C1(Cl)C(=O)C(Cl)=C(Cl)C(=O)C=1Cl, predict the reaction product. (7) Given the reactants [CH2:1]([C:3]1[CH:4]=[C:5]2[C:10](=[CH:11][CH:12]=1)[N:9]([CH3:13])[CH2:8][CH2:7][C:6]2=O)[CH3:2].N1C=CC=CC=1.Cl.[NH2:22][OH:23].O, predict the reaction product. The product is: [CH2:1]([C:3]1[CH:4]=[C:5]2[C:10](=[CH:11][CH:12]=1)[N:9]([CH3:13])[CH2:8][CH2:7]/[C:6]/2=[N:22]\[OH:23])[CH3:2]. (8) Given the reactants Cl.C(N=C=NCCCN(C)C)C.[NH2:13][CH2:14]/[CH:15]=[CH:16]/[C:17]1[CH2:18][C@H:19]2[C:25](=[O:26])[N:24]([CH2:27][O:28][CH2:29][CH2:30][Si:31]([CH3:34])([CH3:33])[CH3:32])[C:23]3[CH:35]=[C:36]([O:41][CH2:42][CH2:43][CH2:44][O:45][C:46]4[C:47]([O:73][CH3:74])=[CH:48][C:49]5[C:55](=[O:56])[N:54]6[CH:57]=[C:58](/[CH:60]=[CH:61]/[CH3:62])[CH2:59][C@H:53]6[C:52](=[O:63])[N:51]([CH2:64][O:65][CH2:66][CH2:67][Si:68]([CH3:71])([CH3:70])[CH3:69])[C:50]=5[CH:72]=4)[C:37]([O:39][CH3:40])=[CH:38][C:22]=3[C:21](=[O:75])[N:20]2[CH:76]=1.[CH:77]1[C:89]2[CH:88]([CH2:90][O:91][C:92]([NH:94][C@@H:95]([CH:104]([CH3:106])[CH3:105])[C:96]([NH:98][C@@H:99]([CH3:103])[C:100](O)=[O:101])=[O:97])=[O:93])[C:87]3[C:82](=[CH:83][CH:84]=[CH:85][CH:86]=3)[C:81]=2[CH:80]=[CH:79][CH:78]=1, predict the reaction product. The product is: [CH3:40][O:39][C:37]1[C:36]([O:41][CH2:42][CH2:43][CH2:44][O:45][C:46]2[C:47]([O:73][CH3:74])=[CH:48][C:49]3[C:55](=[O:56])[N:54]4[CH:57]=[C:58](/[CH:60]=[CH:61]/[CH3:62])[CH2:59][C@H:53]4[C:52](=[O:63])[N:51]([CH2:64][O:65][CH2:66][CH2:67][Si:68]([CH3:71])([CH3:70])[CH3:69])[C:50]=3[CH:72]=2)=[CH:35][C:23]2[N:24]([CH2:27][O:28][CH2:29][CH2:30][Si:31]([CH3:34])([CH3:33])[CH3:32])[C:25](=[O:26])[C@@H:19]3[CH2:18][C:17](/[CH:16]=[CH:15]/[CH2:14][NH:13][C:100](=[O:101])[C@@H:99]([NH:98][C:96](=[O:97])[C@@H:95]([NH:94][C:92](=[O:93])[O:91][CH2:90][CH:88]4[C:89]5[CH:77]=[CH:78][CH:79]=[CH:80][C:81]=5[C:82]5[C:87]4=[CH:86][CH:85]=[CH:84][CH:83]=5)[CH:104]([CH3:106])[CH3:105])[CH3:103])=[CH:76][N:20]3[C:21](=[O:75])[C:22]=2[CH:38]=1.